From a dataset of Peptide-MHC class I binding affinity with 185,985 pairs from IEDB/IMGT. Regression. Given a peptide amino acid sequence and an MHC pseudo amino acid sequence, predict their binding affinity value. This is MHC class I binding data. (1) The peptide sequence is FLPIFFIFA. The MHC is HLA-A02:50 with pseudo-sequence HLA-A02:50. The binding affinity (normalized) is 0.898. (2) The peptide sequence is TSTLQEQIGWF. The MHC is HLA-B58:01 with pseudo-sequence HLA-B58:01. The binding affinity (normalized) is 0.646.